From a dataset of Reaction yield outcomes from USPTO patents with 853,638 reactions. Predict the reaction yield, written as a fraction of the theoretical maximum amount of product (1.0 means a 100% yield; for example, 0.34 means a 34% yield). (1) The reactants are [Si:1]([O:8][CH2:9][C:10]1[CH:11]=[C:12]([NH2:16])[CH:13]=[N:14][CH:15]=1)([C:4]([CH3:7])([CH3:6])[CH3:5])([CH3:3])[CH3:2].[C:17]1([O:23][C:24](Cl)=[O:25])[CH:22]=[CH:21][CH:20]=[CH:19][CH:18]=1.N1C=CC=CC=1. The catalyst is O1CCCC1.C(#N)C.C(OCC)(=O)C. The product is [Si:1]([O:8][CH2:9][C:10]1[CH:11]=[C:12]([NH:16][C:24](=[O:25])[O:23][C:17]2[CH:22]=[CH:21][CH:20]=[CH:19][CH:18]=2)[CH:13]=[N:14][CH:15]=1)([C:4]([CH3:7])([CH3:6])[CH3:5])([CH3:3])[CH3:2]. The yield is 0.860. (2) The reactants are [S:1]1[C:5]2[CH2:6][CH2:7][CH2:8][CH2:9][C:4]=2[N:3]=[C:2]1[C:10]1[C:14]([C:15]([OH:17])=O)=[CH:13][N:12]([CH2:18][O:19][CH2:20][CH2:21][Si:22]([CH3:25])([CH3:24])[CH3:23])[N:11]=1.[CH3:26][C:27]([NH2:30])([CH3:29])[CH3:28].Cl.CN(C)CCCN=C=NCC.C1C=CC2N(O)N=NC=2C=1. The catalyst is CN(C=O)C. The product is [C:27]([NH:30][C:15]([C:14]1[C:10]([C:2]2[S:1][C:5]3[CH2:6][CH2:7][CH2:8][CH2:9][C:4]=3[N:3]=2)=[N:11][N:12]([CH2:18][O:19][CH2:20][CH2:21][Si:22]([CH3:25])([CH3:23])[CH3:24])[CH:13]=1)=[O:17])([CH3:29])([CH3:28])[CH3:26]. The yield is 0.890.